From a dataset of Forward reaction prediction with 1.9M reactions from USPTO patents (1976-2016). Predict the product of the given reaction. (1) Given the reactants [CH3:1][N:2]([CH2:4][CH2:5][CH:6]([O:12][C:13]1[C:22]2[C:17](=[CH:18][CH:19]=[CH:20][CH:21]=2)[CH:16]=[CH:15][CH:14]=1)[C:7]1[S:8][CH:9]=[CH:10][CH:11]=1)[CH3:3].[C:23]([C@H:26]([C@@H:28]([C:30]([O-:32])=[O:31])[OH:29])[OH:27])([O-:25])=[O:24].C(O)(=O)C(C(C(O)=O)O)O.C(C(C(C([O-])=O)O)O)([O-])=O.[NH4+].[NH4+], predict the reaction product. The product is: [CH3:1][N:2]([CH2:4][CH2:5][C@H:6]([O:12][C:13]1[C:22]2[C:17](=[CH:18][CH:19]=[CH:20][CH:21]=2)[CH:16]=[CH:15][CH:14]=1)[C:7]1[S:8][CH:9]=[CH:10][CH:11]=1)[CH3:3].[C:23]([C@H:26]([C@@H:28]([C:30]([O-:32])=[O:31])[OH:29])[OH:27])([O-:25])=[O:24]. (2) Given the reactants Br[C:2]1[CH:3]=[C:4]2[CH:10]=[C:9]([C:11]3[C:16]([F:17])=[CH:15][CH:14]=[CH:13][C:12]=3[F:18])[NH:8][C:5]2=[N:6][CH:7]=1.[B:19]1([B:19]2[O:23][C:22]([CH3:25])([CH3:24])[C:21]([CH3:27])([CH3:26])[O:20]2)[O:23][C:22]([CH3:25])([CH3:24])[C:21]([CH3:27])([CH3:26])[O:20]1.C([O-])(=O)C.[K+], predict the reaction product. The product is: [F:18][C:12]1[CH:13]=[CH:14][CH:15]=[C:16]([F:17])[C:11]=1[C:9]1[NH:8][C:5]2=[N:6][CH:7]=[C:2]([B:19]3[O:23][C:22]([CH3:25])([CH3:24])[C:21]([CH3:27])([CH3:26])[O:20]3)[CH:3]=[C:4]2[CH:10]=1.